Task: Predict the reaction yield, written as a fraction of the theoretical maximum amount of product (1.0 means a 100% yield; for example, 0.34 means a 34% yield).. Dataset: Reaction yield outcomes from USPTO patents with 853,638 reactions (1) The reactants are [F:1][C:2]1[CH:8]=[C:7]([F:9])[CH:6]=[CH:5][C:3]=1[NH2:4].N1C=CC=CC=1.Cl[C:17]([O:19][CH2:20][C:21]1[CH:26]=[CH:25][CH:24]=[CH:23][CH:22]=1)=[O:18]. The catalyst is ClCCl. The product is [CH2:20]([O:19][C:17](=[O:18])[NH:4][C:3]1[CH:5]=[CH:6][C:7]([F:9])=[CH:8][C:2]=1[F:1])[C:21]1[CH:26]=[CH:25][CH:24]=[CH:23][CH:22]=1. The yield is 0.850. (2) The reactants are [OH:1][C:2]1[CH:7]=[CH:6][C:5]([C:8](=[O:10])[CH3:9])=[C:4]([CH3:11])[CH:3]=1.IC.[C:14](=O)([O-])[O-].[K+].[K+]. The catalyst is CC(C)=O. The product is [CH3:14][O:1][C:2]1[CH:7]=[CH:6][C:5]([C:8](=[O:10])[CH3:9])=[C:4]([CH3:11])[CH:3]=1. The yield is 1.00. (3) The reactants are [NH:1]1[CH2:7][CH2:6][CH2:5][CH2:4][C:3]2[CH:8]=[CH:9][CH:10]=[CH:11][C:2]1=2.[N+:12]([O-])([O-:14])=[O:13].[K+].N. The catalyst is OS(O)(=O)=O. The product is [N+:12]([C:10]1[CH:9]=[CH:8][C:3]2[CH2:4][CH2:5][CH2:6][CH2:7][NH:1][C:2]=2[CH:11]=1)([O-:14])=[O:13]. The yield is 0.510. (4) The reactants are [Cl:1][C:2]1[CH:7]=[C:6](/[CH:8]=[CH:9]/[CH:10]([C:15]2[CH:20]=[C:19]([Cl:21])[CH:18]=[C:17]([Cl:22])[CH:16]=2)[C:11]([F:14])([F:13])[F:12])[CH:5]=[CH:4][C:3]=1[CH2:23][NH2:24].[CH2:25]([N:27]=[C:28]=[O:29])[CH3:26]. The catalyst is C(Cl)Cl. The product is [Cl:1][C:2]1[CH:7]=[C:6](/[CH:8]=[CH:9]/[CH:10]([C:15]2[CH:16]=[C:17]([Cl:22])[CH:18]=[C:19]([Cl:21])[CH:20]=2)[C:11]([F:13])([F:14])[F:12])[CH:5]=[CH:4][C:3]=1[CH2:23][NH:24][C:28]([NH:27][CH2:25][CH3:26])=[O:29]. The yield is 0.600. (5) The reactants are Br[C:2]1[CH:8]=[C:7]([N+:9]([O-:11])=[O:10])[C:6]([F:12])=[CH:5][C:3]=1[NH2:4].[CH3:13][C:14]([CH3:18])([CH3:17])[C:15]#[CH:16].CCN(CC)CC. The catalyst is C1(C)C=CC=CC=1.O.[Cu]I.Cl[Pd](Cl)([P](C1C=CC=CC=1)(C1C=CC=CC=1)C1C=CC=CC=1)[P](C1C=CC=CC=1)(C1C=CC=CC=1)C1C=CC=CC=1. The product is [CH3:13][C:14]([CH3:18])([CH3:17])[C:15]#[C:16][C:2]1[CH:8]=[C:7]([N+:9]([O-:11])=[O:10])[C:6]([F:12])=[CH:5][C:3]=1[NH2:4]. The yield is 0.460. (6) The reactants are [CH2:1]([O:17][CH2:18][CH:19]([CH2:29][OH:30])[O:20][CH2:21][CH2:22][CH2:23][CH2:24][CH:25]([OH:28])CO)[CH2:2][CH2:3][CH2:4][CH2:5][CH2:6][CH2:7][CH2:8][CH2:9][CH2:10][CH2:11][CH2:12][CH2:13][CH2:14][CH2:15][CH3:16].C(O)(=O)C. The catalyst is C(O)(C)C.O.C(O)C.C[N+](CC(NN)=O)(C)C.[Cl-]. The product is [CH2:1]([O:17][CH2:18][CH:19]([CH2:29][OH:30])[O:20][CH2:21][CH2:22][CH2:23][CH2:24][CH:25]=[O:28])[CH2:2][CH2:3][CH2:4][CH2:5][CH2:6][CH2:7][CH2:8][CH2:9][CH2:10][CH2:11][CH2:12][CH2:13][CH2:14][CH2:15][CH3:16]. The yield is 0.269.